The task is: Binary Classification. Given a drug SMILES string, predict its activity (active/inactive) in a high-throughput screening assay against a specified biological target.. This data is from KCNQ2 potassium channel screen with 302,405 compounds. (1) The compound is O(\N=C(/N)c1ncccc1)C(=O)Cc1ccc([N+]([O-])=O)cc1. The result is 0 (inactive). (2) The molecule is S1\C(=C/c2cc(OC)c(O)c(OC)c2)C(=O)N=C1Nc1ccc(O)cc1. The result is 0 (inactive).